From a dataset of CYP2C9 inhibition data for predicting drug metabolism from PubChem BioAssay. Regression/Classification. Given a drug SMILES string, predict its absorption, distribution, metabolism, or excretion properties. Task type varies by dataset: regression for continuous measurements (e.g., permeability, clearance, half-life) or binary classification for categorical outcomes (e.g., BBB penetration, CYP inhibition). Dataset: cyp2c9_veith. (1) The molecule is CCO[P@]1(=O)OC[C@@H]2O[C@H](n3cnc4c(N)ncnc43)[C@H](O)[C@@H]2O1.c1ccccc1. The result is 0 (non-inhibitor). (2) The compound is Cc1cc(C)n(C(=O)c2cc3c(s2)CCCC3)n1. The result is 1 (inhibitor). (3) The molecule is CCCCCCCCCCn1cc(C(C)=O)c(=O)[nH]c1=O. The result is 0 (non-inhibitor). (4) The compound is O.O.[NH-]C1(C(=O)O)CCCC1.[NH-]C1(C(=O)O)CCCC1.[Ni+2]. The result is 0 (non-inhibitor). (5) The compound is C[C@@H](C(=O)Nc1ccc2ccccc2c1)[C@@H]1C[C@@]1(C)[C@@H](NS(=O)(=O)c1ccccc1)c1ccccc1. The result is 0 (non-inhibitor). (6) The compound is COc1ccc(C(=O)C(CCCCC(CN(C)C)C(=O)c2ccc(OC)cc2)CN(C)C)cc1.Cl. The result is 0 (non-inhibitor). (7) The molecule is Cn1nc(C(=O)NC2CCCCC2)c2ccccc2c1=O. The result is 1 (inhibitor). (8) The drug is O=c1c(-c2cc(F)cc(F)c2)nc2cncnc2n1Cc1ccccc1. The result is 1 (inhibitor).